This data is from Reaction yield outcomes from USPTO patents with 853,638 reactions. The task is: Predict the reaction yield, written as a fraction of the theoretical maximum amount of product (1.0 means a 100% yield; for example, 0.34 means a 34% yield). (1) The reactants are [Br:1][C:2]1[CH:3]=[C:4]2[C:8](=[CH:9][CH:10]=1)[N:7]([CH3:11])[N:6]=[C:5]2[NH2:12].[CH3:13][S:14](Cl)(=[O:16])=[O:15]. The catalyst is N1C=CC=CC=1. The product is [Br:1][C:2]1[CH:3]=[C:4]2[C:8](=[CH:9][CH:10]=1)[N:7]([CH3:11])[N:6]=[C:5]2[NH:12][S:14]([CH3:13])(=[O:16])=[O:15]. The yield is 0.830. (2) The reactants are [C:1]1([CH2:7][CH2:8][C:9]([N:11]2[CH2:16][CH2:15][CH:14]([CH2:17][N:18]3[C:26]4[C:21](=[CH:22][C:23]([C:27]5[N:28]=[N:29][N:30]([CH2:32][Si](C)(C)C)[CH:31]=5)=[CH:24][CH:25]=4)[CH:20]=[CH:19]3)[CH2:13][CH2:12]2)=[O:10])[CH:6]=[CH:5][CH:4]=[CH:3][CH:2]=1.CCCC[N+](CCCC)(CCCC)CCCC.[F-].C(OCC)(=O)C.O. The catalyst is C1COCC1. The product is [CH3:32][N:30]1[CH:31]=[C:27]([C:23]2[CH:22]=[C:21]3[C:26](=[CH:25][CH:24]=2)[N:18]([CH2:17][CH:14]2[CH2:15][CH2:16][N:11]([C:9](=[O:10])[CH2:8][CH2:7][C:1]4[CH:2]=[CH:3][CH:4]=[CH:5][CH:6]=4)[CH2:12][CH2:13]2)[CH:19]=[CH:20]3)[N:28]=[N:29]1. The yield is 0.911. (3) The reactants are [C:1]([C:4]1[CH:12]=[CH:11][C:7]2[O:8][CH2:9][O:10][C:6]=2[CH:5]=1)([CH3:3])=[CH2:2]. The catalyst is CCOC(C)=O.[Pd]. The product is [CH:1]([C:4]1[CH:12]=[CH:11][C:7]2[O:8][CH2:9][O:10][C:6]=2[CH:5]=1)([CH3:3])[CH3:2]. The yield is 0.960. (4) The reactants are C([O:7][C:8]1[C:9]([CH3:28])=[C:10]2[N:15]([CH:16]=1)[N:14]=[CH:13][N:12]=[C:11]2[O:17][C:18]1[CH:23]=[CH:22][C:21]([N+:24]([O-:26])=[O:25])=[CH:20][C:19]=1[F:27])(=O)C(C)(C)C.[OH-].[Na+].Cl. The catalyst is C(O)C. The product is [F:27][C:19]1[CH:20]=[C:21]([N+:24]([O-:26])=[O:25])[CH:22]=[CH:23][C:18]=1[O:17][C:11]1[C:10]2=[C:9]([CH3:28])[C:8]([OH:7])=[CH:16][N:15]2[N:14]=[CH:13][N:12]=1. The yield is 0.530.